Predict the product of the given reaction. From a dataset of Forward reaction prediction with 1.9M reactions from USPTO patents (1976-2016). (1) Given the reactants [F:1][C:2]1[CH:7]=[CH:6][C:5]([CH2:8][C:9]2[CH:18]=[C:17]3[C:12]([C:13]([OH:40])=[C:14]([C:35](OCC)=[O:36])[C:15](=[O:34])[N:16]3[CH2:19][CH2:20][CH2:21][N:22]([CH3:33])[C:23]([O:25][CH2:26][C:27]3[CH:32]=[CH:31][CH:30]=[CH:29][CH:28]=3)=[O:24])=[N:11][CH:10]=2)=[CH:4][CH:3]=1.[NH2:41][CH:42]([CH3:45])[CH2:43][OH:44], predict the reaction product. The product is: [F:1][C:2]1[CH:7]=[CH:6][C:5]([CH2:8][C:9]2[CH:18]=[C:17]3[C:12]([C:13]([OH:40])=[C:14]([C:35]([NH:41][CH:42]([CH3:45])[CH2:43][OH:44])=[O:36])[C:15](=[O:34])[N:16]3[CH2:19][CH2:20][CH2:21][N:22]([CH3:33])[C:23](=[O:24])[O:25][CH2:26][C:27]3[CH:28]=[CH:29][CH:30]=[CH:31][CH:32]=3)=[N:11][CH:10]=2)=[CH:4][CH:3]=1. (2) Given the reactants [C:1]([O:5][C:6](=[O:9])[NH:7][NH2:8])([CH3:4])([CH3:3])[CH3:2].CO[CH:12]1[CH2:16][CH2:15][CH:14](OC)O1.Cl.C(=O)(O)[O-].[Na+], predict the reaction product. The product is: [C:1]([O:5][C:6](=[O:9])[NH:7][N:8]1[CH:12]=[CH:16][CH:15]=[CH:14]1)([CH3:4])([CH3:3])[CH3:2]. (3) Given the reactants [I-].C[S+](C)(C)=O.[CH3:7]C([O-])(C)C.[K+].[Br:13][C:14]1[CH:19]=[CH:18][C:17](/[CH:20]=[CH:21]/[N+:22]([O-:24])=[O:23])=[CH:16][CH:15]=1.O, predict the reaction product. The product is: [Br:13][C:14]1[CH:15]=[CH:16][C:17]([C@@H:20]2[CH2:7][C@H:21]2[N+:22]([O-:24])=[O:23])=[CH:18][CH:19]=1. (4) The product is: [CH3:1][C:2]1[N:3]=[C:4]2[C:9]([C:10]([OH:13])([CH2:29][CH3:30])[CH2:11][CH3:12])=[CH:8][C:7]([CH3:14])=[N:6][N:5]2[C:15]=1[C:16]1[S:17][C:18]([C:22]2[CH:27]=[CH:26][CH:25]=[C:24]([CH3:28])[N:23]=2)=[CH:19][C:20]=1[CH3:21]. Given the reactants [CH3:1][C:2]1[N:3]=[C:4]2[C:9]([C:10](=[O:13])[CH2:11][CH3:12])=[CH:8][C:7]([CH3:14])=[N:6][N:5]2[C:15]=1[C:16]1[S:17][C:18]([C:22]2[CH:27]=[CH:26][CH:25]=[C:24]([CH3:28])[N:23]=2)=[CH:19][C:20]=1[CH3:21].[CH3:29][CH2:30]OCC.C([Mg]Br)C, predict the reaction product. (5) Given the reactants [CH:1]([Si:4]([CH:47]([CH3:49])[CH3:48])([CH:44]([CH3:46])[CH3:45])[O:5][C@H:6]1[C@H:11]([O:12][Si:13]([CH:20]([CH3:22])[CH3:21])([CH:17]([CH3:19])[CH3:18])[CH:14]([CH3:16])[CH3:15])[CH:10]=[C:9]([C:23]2[C:24]([NH2:31])=[CH:25][C:26]([O:29][CH3:30])=[N:27][CH:28]=2)[O:8][C@@H:7]1[CH2:32][O:33][Si:34]([CH:41]([CH3:43])[CH3:42])([CH:38]([CH3:40])[CH3:39])[CH:35]([CH3:37])[CH3:36])([CH3:3])[CH3:2], predict the reaction product. The product is: [CH:20]([Si:13]([CH:14]([CH3:16])[CH3:15])([CH:17]([CH3:19])[CH3:18])[O:12][C@H:11]1[C@H:6]([O:5][Si:4]([CH:1]([CH3:2])[CH3:3])([CH:44]([CH3:46])[CH3:45])[CH:47]([CH3:48])[CH3:49])[C@@H:7]([CH2:32][O:33][Si:34]([CH:35]([CH3:37])[CH3:36])([CH:41]([CH3:42])[CH3:43])[CH:38]([CH3:39])[CH3:40])[O:8][C@@H:9]([C:23]2[C:24]([NH2:31])=[CH:25][C:26]([O:29][CH3:30])=[N:27][CH:28]=2)[CH2:10]1)([CH3:21])[CH3:22]. (6) Given the reactants C(O[C:6](=O)[N:7]([C@H:9]([C:11](=[O:25])[NH:12][C@H:13]([C@H:21]([OH:24])[CH2:22][Cl:23])[CH2:14][C@H:15]([CH3:20])[CH2:16][CH2:17][CH:18]=[CH2:19])[CH3:10])C)(C)(C)C.Cl.CCOCC, predict the reaction product. The product is: [ClH:23].[Cl:23][CH2:22][C@H:21]([C@@H:13]([NH:12][C:11](=[O:25])[C@@H:9]([NH:7][CH3:6])[CH3:10])[CH2:14][C@H:15]([CH3:20])[CH2:16][CH2:17][CH:18]=[CH2:19])[OH:24]. (7) Given the reactants [CH3:1][C:2]1[CH:7]=[CH:6][N:5]=[N:4][CH:3]=1.[F:8][C:9]1[CH:19]=[CH:18][C:12]([C:13](OCC)=[O:14])=[CH:11][CH:10]=1.C[Si](C)(C)N[Si](C)(C)C.[Na].[Cl-].[NH4+].C(O)(C)C, predict the reaction product. The product is: [F:8][C:9]1[CH:19]=[CH:18][C:12]([C:13](=[O:14])[CH2:1][C:2]2[CH:7]=[CH:6][N:5]=[N:4][CH:3]=2)=[CH:11][CH:10]=1. (8) Given the reactants [CH3:1][O:2][C:3]1[CH:30]=[CH:29][C:6]([CH2:7][N:8]([C:24]2[S:25][CH:26]=[CH:27][N:28]=2)[S:9]([C:12]2[CH:13]=[CH:14][C:15]3[NH:20][C:19](=O)[CH:18]([CH3:22])[O:17][C:16]=3[CH:23]=2)(=[O:11])=[O:10])=[CH:5][CH:4]=1.CSC.B, predict the reaction product. The product is: [CH3:1][O:2][C:3]1[CH:4]=[CH:5][C:6]([CH2:7][N:8]([C:24]2[S:25][CH:26]=[CH:27][N:28]=2)[S:9]([C:12]2[CH:13]=[CH:14][C:15]3[NH:20][CH2:19][CH:18]([CH3:22])[O:17][C:16]=3[CH:23]=2)(=[O:11])=[O:10])=[CH:29][CH:30]=1. (9) Given the reactants CC(C)([O-])C.[K+].[C:7]([O:11][CH3:12])(=[O:10])[CH2:8][CH3:9].[N:13]1[CH:18]=[CH:17][N:16]=[CH:15][C:14]=1[C:19](OC)=[O:20].[Cl-].[NH4+], predict the reaction product. The product is: [CH3:9][CH:8]([C:19]([C:14]1[CH:15]=[N:16][CH:17]=[CH:18][N:13]=1)=[O:20])[C:7]([O:11][CH3:12])=[O:10]. (10) Given the reactants [CH:1]1([CH2:4][CH2:5][OH:6])[CH2:3][CH2:2]1.C(N(CC)CC)C.[CH3:14][S:15](Cl)(=[O:17])=[O:16].O, predict the reaction product. The product is: [CH3:14][S:15]([O:6][CH2:5][CH2:4][CH:1]1[CH2:3][CH2:2]1)(=[O:17])=[O:16].